This data is from Catalyst prediction with 721,799 reactions and 888 catalyst types from USPTO. The task is: Predict which catalyst facilitates the given reaction. (1) The catalyst class is: 2. Product: [C:24]1([S:30]([CH:33]([CH2:44][CH:45]=[C:46]([CH3:54])[CH2:47][CH2:48][CH:49]=[C:50]([CH3:53])[CH2:51][OH:52])[CH:34]=[C:35]([CH3:43])[CH2:36][CH2:37][CH:38]=[C:39]([CH3:42])[CH2:40][OH:41])(=[O:32])=[O:31])[CH:25]=[CH:26][CH:27]=[CH:28][CH:29]=1. Reactant: C(O)(=O)C1C(=CC=CC=1)O.C(OO)(C)(C)C.C1(C)C=CC=CC=1.[C:24]1([S:30]([CH:33]([CH2:44][CH:45]=[C:46]([CH3:54])[CH2:47][CH2:48][CH:49]=[C:50]([CH3:53])[CH:51]=[O:52])[CH:34]=[C:35]([CH3:43])[CH2:36][CH2:37][CH:38]=[C:39]([CH3:42])[CH:40]=[O:41])(=[O:32])=[O:31])[CH:29]=[CH:28][CH:27]=[CH:26][CH:25]=1. (2) Reactant: [Br:1][C:2]1[CH:7]=[C:6](F)[CH:5]=[C:4]([Cl:9])[CH:3]=1.[NH:10]1[CH2:15][CH2:14][O:13][CH2:12][CH2:11]1.C(=O)([O-])[O-].[K+].[K+]. Product: [Br:1][C:2]1[CH:7]=[C:6]([N:10]2[CH2:15][CH2:14][O:13][CH2:12][CH2:11]2)[CH:5]=[C:4]([Cl:9])[CH:3]=1. The catalyst class is: 3. (3) Reactant: [C:1]1([C@@H:7]2[CH2:9][C@H:8]2[NH2:10])[CH:6]=[CH:5][CH:4]=[CH:3][CH:2]=1.[C:11]([CH:14]1[CH2:19][CH2:18][N:17]([C:20]([O:22][C:23]([CH3:26])([CH3:25])[CH3:24])=[O:21])[CH2:16][CH2:15]1)(=O)[CH3:12].CC(O)=O.C(O[BH-](OC(=O)C)OC(=O)C)(=O)C.[Na+].C([O-])(O)=O.[Na+]. Product: [C:1]1([C@@H:7]2[CH2:9][C@H:8]2[NH:10][CH:11]([CH:14]2[CH2:15][CH2:16][N:17]([C:20]([O:22][C:23]([CH3:24])([CH3:26])[CH3:25])=[O:21])[CH2:18][CH2:19]2)[CH3:12])[CH:6]=[CH:5][CH:4]=[CH:3][CH:2]=1. The catalyst class is: 22. (4) Reactant: Cl.C[O:3][C:4](=[O:9])[C@@H:5]([CH2:7][OH:8])[NH2:6].C(N(CC)CC)C.[CH:17](=O)[C:18]1[CH:23]=[CH:22][CH:21]=[CH:20][CH:19]=1.[BH4-].[Na+].[OH-].[Na+].[OH-].[Na+].O.CO.Cl. Product: [C:18]1([CH2:17][NH:6][C@@H:5]([C:4]([OH:3])=[O:9])[CH2:7][OH:8])[CH:23]=[CH:22][CH:21]=[CH:20][CH:19]=1. The catalyst class is: 24. (5) Reactant: [F:1][C:2]1[CH:7]=[CH:6][C:5]([NH:8][C:9]2[CH:10]=[CH:11][C:12](/[C:15](=[N:17]/O)/[CH3:16])=[N:13][CH:14]=2)=[C:4]([C:19]([F:22])([F:21])[F:20])[CH:3]=1. Product: [NH2:17][CH:15]([C:12]1[N:13]=[CH:14][C:9]([NH:8][C:5]2[CH:6]=[CH:7][C:2]([F:1])=[CH:3][C:4]=2[C:19]([F:22])([F:21])[F:20])=[CH:10][CH:11]=1)[CH3:16]. The catalyst class is: 181. (6) Reactant: [C:1]1([S:7]([N:10]2[C:14]3=[N:15][CH:16]=[CH:17][CH:18]=[C:13]3[CH:12]=[C:11]2[CH:19]([C:21]2[CH:26]=[CH:25][C:24]([S:27][CH3:28])=[CH:23][CH:22]=2)[OH:20])(=[O:9])=[O:8])[CH:6]=[CH:5][CH:4]=[CH:3][CH:2]=1.CC(OI1(OC(C)=O)(OC(C)=O)OC(=O)C2C=CC=CC1=2)=O. Product: [C:1]1([S:7]([N:10]2[C:14]3=[N:15][CH:16]=[CH:17][CH:18]=[C:13]3[CH:12]=[C:11]2[C:19]([C:21]2[CH:22]=[CH:23][C:24]([S:27][CH3:28])=[CH:25][CH:26]=2)=[O:20])(=[O:9])=[O:8])[CH:2]=[CH:3][CH:4]=[CH:5][CH:6]=1. The catalyst class is: 4. (7) Reactant: [CH3:1][O:2][C:3]1[C:4](=[O:15])[CH:5]=[C:6]([C:9]2[CH:14]=[CH:13][CH:12]=[CH:11][CH:10]=2)O[CH:8]=1.CC(O)=O.[NH2:20][C:21]1[CH:22]=[C:23]([C:27]2[CH:32]=[CH:31][CH:30]=[CH:29][CH:28]=2)[CH:24]=[CH:25][CH:26]=1. Product: [C:23]1([C:27]2[CH:28]=[CH:29][CH:30]=[CH:31][CH:32]=2)[CH:24]=[CH:25][CH:26]=[C:21]([N:20]2[CH:8]=[C:3]([O:2][CH3:1])[C:4](=[O:15])[CH:5]=[C:6]2[C:9]2[CH:10]=[CH:11][CH:12]=[CH:13][CH:14]=2)[CH:22]=1. The catalyst class is: 6. (8) Reactant: [C:1]1([CH2:7][CH2:8][CH2:9][CH:10]([NH:20][C:21]([CH:23]2[CH2:28][CH2:27][CH2:26][NH:25][CH2:24]2)=[O:22])[CH2:11][CH2:12][CH2:13][C:14]2[CH:19]=[CH:18][CH:17]=[CH:16][CH:15]=2)[CH:6]=[CH:5][CH:4]=[CH:3][CH:2]=1.[N:29]1[CH:34]=[CH:33][CH:32]=[C:31]([CH2:35][CH2:36][C:37](O)=[O:38])[CH:30]=1.C(N(CC)CC)C.Cl.CN(C)CCCN=C=NCC. Product: [C:1]1([CH2:7][CH2:8][CH2:9][CH:10]([NH:20][C:21]([CH:23]2[CH2:28][CH2:27][CH2:26][N:25]([C:37](=[O:38])[CH2:36][CH2:35][C:31]3[CH:30]=[N:29][CH:34]=[CH:33][CH:32]=3)[CH2:24]2)=[O:22])[CH2:11][CH2:12][CH2:13][C:14]2[CH:19]=[CH:18][CH:17]=[CH:16][CH:15]=2)[CH:2]=[CH:3][CH:4]=[CH:5][CH:6]=1. The catalyst class is: 2. (9) Reactant: [Cl:1][C:2]1[C:3]([CH2:14][S:15][C:16]2[NH:26][C:19]3=[N:20][C:21]([O:24][CH3:25])=[CH:22][CH:23]=[C:18]3[N:17]=2)=[N:4][CH:5]=[CH:6][C:7]=1[N:8]1[CH2:13][CH2:12][O:11][CH2:10][CH2:9]1.ClC1C=C(C=CC=1)C(OO)=[O:32]. Product: [Cl:1][C:2]1[C:3]([CH2:14][S:15]([C:16]2[NH:26][C:19]3=[N:20][C:21]([O:24][CH3:25])=[CH:22][CH:23]=[C:18]3[N:17]=2)=[O:32])=[N:4][CH:5]=[CH:6][C:7]=1[N:8]1[CH2:13][CH2:12][O:11][CH2:10][CH2:9]1. The catalyst class is: 4.